This data is from Catalyst prediction with 721,799 reactions and 888 catalyst types from USPTO. The task is: Predict which catalyst facilitates the given reaction. (1) Reactant: [Cl:1][C:2]1[C:7]([N:8]2[CH2:13][CH2:12][CH:11]([C:14]3[CH:19]=[CH:18][CH:17]=[CH:16][C:15]=3[CH3:20])[CH2:10][CH2:9]2)=[CH:6][N:5]=[N:4][C:3]=1[NH:21][NH:22][C:23](=O)[CH2:24][CH:25]1[CH2:27][CH2:26]1.P(Cl)(Cl)(Cl)=O. Product: [Cl:1][C:2]1[C:3]2[N:4]([C:23]([CH2:24][CH:25]3[CH2:27][CH2:26]3)=[N:22][N:21]=2)[N:5]=[CH:6][C:7]=1[N:8]1[CH2:13][CH2:12][CH:11]([C:14]2[CH:19]=[CH:18][CH:17]=[CH:16][C:15]=2[CH3:20])[CH2:10][CH2:9]1. The catalyst class is: 10. (2) Reactant: [CH:1]1([C:4]2[NH:8][N:7]=[C:6]([NH:9][C:10]3[CH:11]=[C:12]([NH:17][C@H:18]([C:20]4[CH:25]=[CH:24][C:23]([F:26])=[CH:22][CH:21]=4)[CH3:19])[CH:13]=[CH:14][C:15]=3[NH2:16])[CH:5]=2)[CH2:3][CH2:2]1.[C:27](O)(=O)C.C(N)=N.C(=O)(O)[O-].[Na+].CCOC(C)=O. Product: [CH:1]1([C:4]2[NH:8][N:7]=[C:6]([N:9]3[C:10]4[CH:11]=[C:12]([NH:17][C@H:18]([C:20]5[CH:21]=[CH:22][C:23]([F:26])=[CH:24][CH:25]=5)[CH3:19])[CH:13]=[CH:14][C:15]=4[N:16]=[CH:27]3)[CH:5]=2)[CH2:3][CH2:2]1. The catalyst class is: 14. (3) Reactant: [CH3:1][CH:2]([CH3:15])[CH2:3][C:4]([C:6]1[CH:14]=[CH:13][C:9]([C:10]([OH:12])=O)=[CH:8][CH:7]=1)=[O:5].F[P-](F)(F)(F)(F)F.N1(OC(N(C)C)=[N+](C)C)C2N=CC=CC=2N=N1.Cl.[NH2:41][CH2:42][CH2:43][C:44]([O:46][CH3:47])=[O:45].C(N(CC)CC)C. Product: [CH3:15][CH:2]([CH3:1])[CH2:3][C:4]([C:6]1[CH:7]=[CH:8][C:9]([C:10]([NH:41][CH2:42][CH2:43][C:44]([O:46][CH3:47])=[O:45])=[O:12])=[CH:13][CH:14]=1)=[O:5]. The catalyst class is: 9. (4) Reactant: [CH2:1]([O:8][C:9]1[CH:14]=[C:13]([OH:15])[CH:12]=[CH:11][C:10]=1/[CH:16]=[CH:17]/[C:18]([O:20][CH2:21][CH3:22])=[O:19])[C:2]1[CH:7]=[CH:6][CH:5]=[CH:4][CH:3]=1.[CH3:23][O:24][CH2:25][CH2:26]O.C(P(CCCC)CCCC)CCC.N(C(N1CCCCC1)=O)=NC(N1CCCCC1)=O. Product: [CH2:1]([O:8][C:9]1[CH:14]=[C:13]([O:15][CH2:26][CH2:25][O:24][CH3:23])[CH:12]=[CH:11][C:10]=1/[CH:16]=[CH:17]/[C:18]([O:20][CH2:21][CH3:22])=[O:19])[C:2]1[CH:3]=[CH:4][CH:5]=[CH:6][CH:7]=1. The catalyst class is: 7.